This data is from Catalyst prediction with 721,799 reactions and 888 catalyst types from USPTO. The task is: Predict which catalyst facilitates the given reaction. (1) Reactant: [C:1]([C:3]1[CH:4]=[C:5]([CH2:14][C:15]2[CH:16]=[C:17]([CH:21]=[CH:22][N:23]=2)[C:18]([OH:20])=O)[CH:6]=[C:7]2[C:12]=1[N:11]=[CH:10][C:9]([CH3:13])=[CH:8]2)#[N:2].Cl.[Cl:25][C:26]1[C:34]2[C:29](=[N:30][CH:31]=[C:32](NC)[CH:33]=2)[NH:28][CH:27]=1.[CH3:37][N:38](C(ON1N=NC2C=CC=NC1=2)=[N+](C)C)C.F[P-](F)(F)(F)(F)F.CCN(CC)CC. Product: [Cl:25][C:26]1[C:34]2[C:29](=[N:30][CH:31]=[C:32]([CH2:37][NH:38][C:18](=[O:20])[C:17]3[CH:21]=[CH:22][N:23]=[C:15]([CH2:14][C:5]4[CH:6]=[C:7]5[C:12](=[C:3]([C:1]#[N:2])[CH:4]=4)[N:11]=[CH:10][C:9]([CH3:13])=[CH:8]5)[CH:16]=3)[CH:33]=2)[NH:28][CH:27]=1. The catalyst class is: 18. (2) The catalyst class is: 5. Product: [Br:1][C:2]1[CH:7]=[CH:6][C:5]([NH:8][C:9]2[C:23]([C:24]3[NH:41][CH:27]=[N:26][CH:25]=3)=[CH:22][C:12]3[NH:13][CH:14]=[N:15][C:11]=3[C:10]=2[F:39])=[C:4]([Cl:40])[CH:3]=1. Reactant: [Br:1][C:2]1[CH:7]=[CH:6][C:5]([NH:8][C:9]2[C:23]([CH:24]3O[CH:27]=[N:26][CH:25]3S(C3C=CC(C)=CC=3)(=O)=O)=[CH:22][C:12]3[N:13](CCS(C)(=O)=O)[CH:14]=[N:15][C:11]=3[C:10]=2[F:39])=[C:4]([Cl:40])[CH:3]=1.[NH3:41]. (3) Reactant: [Cl-].O[NH3+:3].[C:4](=[O:7])([O-])[OH:5].[Na+].CS(C)=O.[CH2:13]([C:17]1[N:18]=[C:19]([CH3:46])[N:20]([C:39]2[CH:44]=[CH:43][CH:42]=[C:41]([Cl:45])[CH:40]=2)[C:21](=[O:38])[C:22]=1[CH2:23][C:24]1[CH:29]=[CH:28][C:27]([C:30]2[C:31]([C:36]#[N:37])=[CH:32][CH:33]=[CH:34][CH:35]=2)=[CH:26][CH:25]=1)[CH2:14][CH2:15][CH3:16]. Product: [CH2:13]([C:17]1[N:18]=[C:19]([CH3:46])[N:20]([C:39]2[CH:44]=[CH:43][CH:42]=[C:41]([Cl:45])[CH:40]=2)[C:21](=[O:38])[C:22]=1[CH2:23][C:24]1[CH:25]=[CH:26][C:27]([C:30]2[CH:35]=[CH:34][CH:33]=[CH:32][C:31]=2[C:36]2[NH:3][C:4](=[O:7])[O:5][N:37]=2)=[CH:28][CH:29]=1)[CH2:14][CH2:15][CH3:16]. The catalyst class is: 69. (4) Reactant: [CH3:1][O:2][CH2:3][CH2:4][CH2:5][N:6]1[C:11]2[CH:12]=[C:13]([CH2:16][O:17][CH:18]3[CH:23]([C:24]4[CH:29]=[CH:28][C:27]([O:30][CH:31]5[CH2:35][CH2:34][NH:33][CH2:32]5)=[CH:26][CH:25]=4)[CH2:22][CH2:21][N:20]([C:36]([O:38][CH2:39][C:40]4[CH:45]=[CH:44][CH:43]=[CH:42][CH:41]=4)=[O:37])[CH2:19]3)[CH:14]=[CH:15][C:10]=2[O:9][CH2:8][CH2:7]1.C(N(CC)CC)C.[CH:53]1([CH2:56][C:57](Cl)=[O:58])[CH2:55][CH2:54]1. Product: [CH:53]1([CH2:56][C:57]([N:33]2[CH2:34][CH2:35][CH:31]([O:30][C:27]3[CH:28]=[CH:29][C:24]([CH:23]4[CH2:22][CH2:21][N:20]([C:36]([O:38][CH2:39][C:40]5[CH:41]=[CH:42][CH:43]=[CH:44][CH:45]=5)=[O:37])[CH2:19][CH:18]4[O:17][CH2:16][C:13]4[CH:14]=[CH:15][C:10]5[O:9][CH2:8][CH2:7][N:6]([CH2:5][CH2:4][CH2:3][O:2][CH3:1])[C:11]=5[CH:12]=4)=[CH:25][CH:26]=3)[CH2:32]2)=[O:58])[CH2:55][CH2:54]1. The catalyst class is: 4. (5) Reactant: [NH2:1][C:2]1[CH:3]=[C:4]([CH2:8][CH2:9][C:10]2[CH:11]=[C:12]([NH:16][C:17](=[O:23])[O:18][C:19]([CH3:22])([CH3:21])[CH3:20])[CH:13]=[N:14][CH:15]=2)[CH:5]=[CH:6][CH:7]=1.[Cl:24][C:25]1[N:30]=[C:29](Cl)[C:28]([F:32])=[CH:27][N:26]=1.C(=O)([O-])[O-].[K+].[K+]. Product: [Cl:24][C:25]1[N:30]=[C:29]([NH:1][C:2]2[CH:3]=[C:4]([CH2:8][CH2:9][C:10]3[CH:11]=[C:12]([NH:16][C:17](=[O:23])[O:18][C:19]([CH3:20])([CH3:22])[CH3:21])[CH:13]=[N:14][CH:15]=3)[CH:5]=[CH:6][CH:7]=2)[C:28]([F:32])=[CH:27][N:26]=1. The catalyst class is: 9. (6) Reactant: CCN(C(C)C)C(C)C.[OH:10][C:11]1[CH:12]=[CH:13][CH:14]=[C:15]2[C:20]=1[O:19][C:18](=[O:21])[C:17]([C:22]([OH:24])=O)=[CH:16]2.CN(C(ON1N=NC2C=CC=NC1=2)=[N+](C)C)C.F[P-](F)(F)(F)(F)F.[N:49]1([C:55]2[CH:56]=[C:57]([CH:59]=[CH:60][CH:61]=2)[NH2:58])[CH2:54][CH2:53][O:52][CH2:51][CH2:50]1. Product: [N:49]1([C:55]2[CH:56]=[C:57]([NH:58][C:22]([C:17]3[C:18](=[O:21])[O:19][C:20]4[C:15]([CH:16]=3)=[CH:14][CH:13]=[CH:12][C:11]=4[OH:10])=[O:24])[CH:59]=[CH:60][CH:61]=2)[CH2:50][CH2:51][O:52][CH2:53][CH2:54]1. The catalyst class is: 3. (7) Reactant: [F:1][C:2]([F:30])([F:29])[C:3]1[CH:8]=[CH:7][C:6]([C:9]([C:19]2[CH:24]=[CH:23][C:22]([C:25]([F:28])([F:27])[F:26])=[CH:21][CH:20]=2)=[CH:10]/[C:11](/[CH3:18])=[CH:12]/[C:13]([O:15]CC)=[O:14])=[CH:5][CH:4]=1.O.[OH-].[Li+].CO.O. Product: [F:1][C:2]([F:29])([F:30])[C:3]1[CH:8]=[CH:7][C:6]([C:9]([C:19]2[CH:20]=[CH:21][C:22]([C:25]([F:26])([F:28])[F:27])=[CH:23][CH:24]=2)=[CH:10]/[C:11](/[CH3:18])=[CH:12]/[C:13]([OH:15])=[O:14])=[CH:5][CH:4]=1. The catalyst class is: 1. (8) Reactant: [F:1][C:2]1([F:22])[CH2:7][CH2:6][N:5]([C:8]2[CH:17]=[CH:16][C:11]([C:12](=[N:14][OH:15])[NH2:13])=[CH:10][C:9]=2[C:18]([F:21])([F:20])[F:19])[CH2:4][CH2:3]1.[F:23][C:24]1[CH:32]=[CH:31][C:27]([C:28](Cl)=O)=[CH:26][CH:25]=1.N1C=CC=CC=1. Product: [F:22][C:2]1([F:1])[CH2:7][CH2:6][N:5]([C:8]2[CH:17]=[CH:16][C:11]([C:12]3[N:13]=[C:28]([C:27]4[CH:31]=[CH:32][C:24]([F:23])=[CH:25][CH:26]=4)[O:15][N:14]=3)=[CH:10][C:9]=2[C:18]([F:19])([F:20])[F:21])[CH2:4][CH2:3]1. The catalyst class is: 11. (9) Reactant: [CH3:1][O:2][C:3]1[CH:8]=[CH:7][C:6]([S:9]([N:12]([CH2:25][C:26]2[CH:27]=[N:28][CH:29]=[CH:30][CH:31]=2)[C@@H:13]([CH2:21][C:22]([F:24])=[CH2:23])[C:14]([O:16]C(C)(C)C)=[O:15])(=[O:11])=[O:10])=[CH:5][CH:4]=1.FC(F)(F)C(O)=O. The catalyst class is: 4. Product: [CH3:1][O:2][C:3]1[CH:4]=[CH:5][C:6]([S:9]([N:12]([CH2:25][C:26]2[CH:27]=[N:28][CH:29]=[CH:30][CH:31]=2)[C@@H:13]([CH2:21][C:22]([F:24])=[CH2:23])[C:14]([OH:16])=[O:15])(=[O:10])=[O:11])=[CH:7][CH:8]=1.